This data is from Full USPTO retrosynthesis dataset with 1.9M reactions from patents (1976-2016). The task is: Predict the reactants needed to synthesize the given product. (1) The reactants are: [NH2:1][CH2:2][C@H:3]([OH:20])[CH2:4][O:5][C:6]1[CH:11]=[CH:10][C:9]([O:12]CC2C=CC=CC=2)=[CH:8][CH:7]=1.C(O)(=O)C.[H][H]. Given the product [NH2:1][CH2:2][C@H:3]([OH:20])[CH2:4][O:5][C:6]1[CH:11]=[CH:10][C:9]([OH:12])=[CH:8][CH:7]=1, predict the reactants needed to synthesize it. (2) Given the product [Br:15][CH2:13][C:4]1[CH:5]=[CH:6][C:7]([O:8][CH2:9][CH:10]2[CH2:12][CH2:11]2)=[C:2]([Cl:1])[CH:3]=1, predict the reactants needed to synthesize it. The reactants are: [Cl:1][C:2]1[CH:3]=[C:4]([CH2:13]O)[CH:5]=[CH:6][C:7]=1[O:8][CH2:9][CH:10]1[CH2:12][CH2:11]1.[BrH:15]. (3) Given the product [Cl:9][C:6]1[CH:5]=[C:4]([C:10]([N:12]2[C:17]3[CH:18]=[CH:19][CH:20]=[CH:21][C:16]=3[O:15][CH2:14][CH2:13]2)=[O:11])[CH:3]=[C:2]([Cl:1])[C:7]=1[O:8][CH2:29][C:30]([O:32][CH2:33][CH3:34])=[O:31], predict the reactants needed to synthesize it. The reactants are: [Cl:1][C:2]1[CH:3]=[C:4]([C:10]([N:12]2[C:17]3[CH:18]=[CH:19][CH:20]=[CH:21][C:16]=3[O:15][CH2:14][CH2:13]2)=[O:11])[CH:5]=[C:6]([Cl:9])[C:7]=1[OH:8].C(=O)([O-])[O-].[K+].[K+].Br[CH2:29][C:30]([O:32][CH2:33][CH3:34])=[O:31].C(O)(=O)CC(CC(O)=O)(C(O)=O)O. (4) Given the product [Cl-:15].[Cl-:15].[CH2:1]([C:5]1([Hf+2:19][C:5]2([CH2:1][CH2:2][CH2:3][CH3:4])[C:9]([CH3:10])=[C:8]([CH3:11])[C:7]([CH3:12])=[C:6]2[CH3:13])[C:9]([CH3:10])=[C:8]([CH3:11])[C:7]([CH3:12])=[C:6]1[CH3:13])[CH2:2][CH2:3][CH3:4], predict the reactants needed to synthesize it. The reactants are: [CH2:1]([C:5]1([Li])[C:9]([CH3:10])=[C:8]([CH3:11])[C:7]([CH3:12])=[C:6]1[CH3:13])[CH2:2][CH2:3][CH3:4].[Cl-:15].[Cl-].[Cl-].[Cl-].[Hf+4:19].